From a dataset of Catalyst prediction with 721,799 reactions and 888 catalyst types from USPTO. Predict which catalyst facilitates the given reaction. Reactant: Cl[C:2]1[CH:7]=[C:6]([C:8]2[CH:13]=[CH:12][CH:11]=[CH:10][C:9]=2[F:14])[N:5]=[CH:4][N:3]=1.[CH2:15]([OH:20])[C:16]#[C:17][CH2:18][CH3:19].[H-].[Na+].O. Product: [F:14][C:9]1[CH:10]=[CH:11][CH:12]=[CH:13][C:8]=1[C:6]1[CH:7]=[C:2]([O:20][CH2:15][C:16]#[C:17][CH2:18][CH3:19])[N:3]=[CH:4][N:5]=1. The catalyst class is: 9.